This data is from Forward reaction prediction with 1.9M reactions from USPTO patents (1976-2016). The task is: Predict the product of the given reaction. (1) Given the reactants ON1C2C=CC=CC=2N=N1.Cl.CN(C)CCCN=C=NCC.Cl.[CH3:24][N:25]1[CH2:30][CH2:29][NH:28][CH2:27][C:26]1=[O:31].[CH3:32][N:33]1[CH:37]=[CH:36][C:35]([C:38]2[N:42]([C:43]3[CH:44]=[N:45][CH:46]=[CH:47][CH:48]=3)[N:41]=[C:40]([C:49](O)=[O:50])[CH:39]=2)=[CH:34]1, predict the reaction product. The product is: [CH3:32][N:33]1[CH:37]=[CH:36][C:35]([C:38]2[N:42]([C:43]3[CH:44]=[N:45][CH:46]=[CH:47][CH:48]=3)[N:41]=[C:40]([C:49]([N:28]3[CH2:29][CH2:30][N:25]([CH3:24])[C:26](=[O:31])[CH2:27]3)=[O:50])[CH:39]=2)=[CH:34]1. (2) Given the reactants [NH2:1][C:2]1[CH:7]=[CH:6][C:5]([Br:8])=[CH:4][N:3]=1.N1C=CC=CC=1.[C:15](OC(=O)C)(=[O:17])[CH3:16].O, predict the reaction product. The product is: [Br:8][C:5]1[CH:6]=[CH:7][C:2]([NH:1][C:15](=[O:17])[CH3:16])=[N:3][CH:4]=1. (3) Given the reactants [F:1][C:2]1[CH:3]=[C:4]2[C:9](=[CH:10][CH:11]=1)[N:8]=[CH:7][CH:6]=[C:5]2[C:12]1[CH2:17][CH2:16][CH:15]([CH2:18][C:19]([O:21][CH2:22][CH3:23])=[O:20])[CH2:14][CH:13]=1.C([O-])=O.[NH4+], predict the reaction product. The product is: [F:1][C:2]1[CH:3]=[C:4]2[C:9](=[CH:10][CH:11]=1)[N:8]=[CH:7][CH:6]=[C:5]2[CH:12]1[CH2:13][CH2:14][CH:15]([CH2:18][C:19]([O:21][CH2:22][CH3:23])=[O:20])[CH2:16][CH2:17]1. (4) The product is: [CH3:32][O:31][C:23]1[CH:24]=[CH:25][C:26]2[O:27][C:28]3[C:19](=[CH:18][C:17]([C:11]4[CH:12]=[N:7][CH:8]=[N:9][CH:10]=4)=[CH:30][CH:29]=3)[C@:20]3([C@H:36]([CH3:37])[O:35][C:34]([NH2:38])=[N:33]3)[C:21]=2[CH:22]=1. Given the reactants C(=O)([O-])[O-].[Na+].[Na+].[N:7]1[CH:12]=[C:11](B(O)O)[CH:10]=[N:9][CH:8]=1.Br[C:17]1[CH:30]=[CH:29][C:28]2[O:27][C:26]3[C:21](=[CH:22][C:23]([O:31][CH3:32])=[CH:24][CH:25]=3)[C:20]3([CH:36]([CH3:37])[O:35][C:34]([NH2:38])=[N:33]3)[C:19]=2[CH:18]=1.COCCOC, predict the reaction product. (5) Given the reactants C([O-])([O-])=O.[K+].[K+].Br[CH2:8][C:9]1[CH:14]=[CH:13][C:12]([Cl:15])=[CH:11][C:10]=1[F:16].[Br:17][C:18]1[CH:19]=[CH:20][C:21](=[O:24])[NH:22][CH:23]=1, predict the reaction product. The product is: [Cl:15][C:12]1[CH:13]=[CH:14][C:9]([CH2:8][N:22]2[CH:23]=[C:18]([Br:17])[CH:19]=[CH:20][C:21]2=[O:24])=[C:10]([F:16])[CH:11]=1. (6) Given the reactants C(OC([NH:11][C@H:12]([C:16]([O:18][CH2:19][C:20]1[N:21]([CH2:34][CH2:35][CH2:36][CH2:37][NH:38][S:39]([CH3:42])(=[O:41])=[O:40])[C:22]2[C:31]3[CH:30]=[CH:29][CH:28]=[CH:27][C:26]=3[N:25]=[C:24]([NH2:32])[C:23]=2[N:33]=1)=[O:17])[CH:13]([CH3:15])[CH3:14])=O)C1C=CC=CC=1.CO.C1COCC1.Cl, predict the reaction product. The product is: [NH2:11][C@H:12]([C:16]([O:18][CH2:19][C:20]1[N:21]([CH2:34][CH2:35][CH2:36][CH2:37][NH:38][S:39]([CH3:42])(=[O:40])=[O:41])[C:22]2[C:31]3[CH:30]=[CH:29][CH:28]=[CH:27][C:26]=3[N:25]=[C:24]([NH2:32])[C:23]=2[N:33]=1)=[O:17])[CH:13]([CH3:15])[CH3:14]. (7) Given the reactants [Cl:1][C:2]1[CH:3]=[C:4]([CH:8]=[CH:9][C:10]=1[NH:11][CH3:12])[C:5](O)=[O:6].C(C1NC=CN=1)([C:15]1[NH:16]C=CN=1)=O.Cl.CN.C(N(CC)CC)C, predict the reaction product. The product is: [Cl:1][C:2]1[CH:3]=[C:4]([CH:8]=[CH:9][C:10]=1[NH:11][CH3:12])[C:5]([NH:16][CH3:15])=[O:6]. (8) Given the reactants [NH2:1][C:2]1[N:10]=[CH:9][CH:8]=[CH:7][C:3]=1[C:4]([OH:6])=[O:5].O.[C:12](OC(=O)C)(=O)[CH3:13], predict the reaction product. The product is: [CH3:12][C:13]1[O:5][C:4](=[O:6])[C:3]2[CH:7]=[CH:8][CH:9]=[N:10][C:2]=2[N:1]=1. (9) Given the reactants [NH2:1][C:2]1[C:11]([C:12]([NH:14][C:15]2[CH:20]=[CH:19][N:18]=[CH:17][C:16]=2[N:21]2[CH2:26][CH2:25][CH:24]([C:27]([O:29]C(C)(C)C)=[O:28])[CH2:23][CH2:22]2)=[O:13])=[C:5]2[N:6]=[CH:7][C:8]([F:10])=[CH:9][N:4]2[N:3]=1.C(O)(C(F)(F)F)=O, predict the reaction product. The product is: [NH2:1][C:2]1[C:11]([C:12]([NH:14][C:15]2[CH:20]=[CH:19][N:18]=[CH:17][C:16]=2[N:21]2[CH2:22][CH2:23][CH:24]([C:27]([OH:29])=[O:28])[CH2:25][CH2:26]2)=[O:13])=[C:5]2[N:6]=[CH:7][C:8]([F:10])=[CH:9][N:4]2[N:3]=1.